Dataset: Catalyst prediction with 721,799 reactions and 888 catalyst types from USPTO. Task: Predict which catalyst facilitates the given reaction. (1) Reactant: [C:1]([O-:7])(=[O:6])[CH2:2][CH2:3][CH2:4]C.[Co+2:8].[C:9]([O-:15])(=[O:14])[CH2:10][CH2:11][CH2:12]C.[N:16]1[C:24]([NH2:25])=[C:23]2[C:19]([N:20]=[CH:21][NH:22]2)=[N:18][CH:17]=1.O. Product: [C:1]([O-:7])(=[O:6])[CH2:2][CH2:3][CH3:4].[Co+2:8].[C:9]([O-:15])(=[O:14])[CH2:10][CH2:11][CH3:12].[N:16]1[C:24]([NH2:25])=[C:23]2[C:19]([N:20]=[CH:21][NH:22]2)=[N:18][CH:17]=1. The catalyst class is: 3. (2) Reactant: [CH2:1]([C:3]1[CH:8]=[CH:7][CH:6]=[C:5]([N+:9]([O-:11])=[O:10])[C:4]=1[NH:12]C(=O)C)[CH3:2].OS(O)(=O)=O. Product: [CH2:1]([C:3]1[CH:8]=[CH:7][CH:6]=[C:5]([N+:9]([O-:11])=[O:10])[C:4]=1[NH2:12])[CH3:2]. The catalyst class is: 6. (3) Reactant: ClCCl.C1(P(C2C=CC=CC=2)C2C=CC=CC=2)C=CC=CC=1.[C:23]([O:31][CH2:32][C@@H:33]1[C@@H:37]([O:38][C:39](=[O:46])[C:40]2[CH:45]=[CH:44][CH:43]=[CH:42][CH:41]=2)[C@:36]([F:48])([CH3:47])[C@H:35](O)[O:34]1)(=[O:30])[C:24]1[CH:29]=[CH:28][CH:27]=[CH:26][CH:25]=1.C(Br)(Br)(Br)[Br:51]. Product: [C:23]([O:31][CH2:32][C@@H:33]1[C@@H:37]([O:38][C:39](=[O:46])[C:40]2[CH:45]=[CH:44][CH:43]=[CH:42][CH:41]=2)[C@:36]([F:48])([CH3:47])[C@@H:35]([Br:51])[O:34]1)(=[O:30])[C:24]1[CH:29]=[CH:28][CH:27]=[CH:26][CH:25]=1. The catalyst class is: 25.